Dataset: Reaction yield outcomes from USPTO patents with 853,638 reactions. Task: Predict the reaction yield, written as a fraction of the theoretical maximum amount of product (1.0 means a 100% yield; for example, 0.34 means a 34% yield). (1) The reactants are [F:1][C:2]1[C:3]([CH3:18])=[C:4]([C:10]2[CH:15]=[CH:14][CH:13]=[C:12]([CH:16]=[O:17])[CH:11]=2)[C:5]([CH3:9])=[CH:6][C:7]=1[OH:8].CC1C=CC(S(O[CH2:30][CH2:31][CH2:32][S:33]([CH3:36])(=[O:35])=[O:34])(=O)=O)=CC=1.C(=O)([O-])[O-].[K+].[K+].O. The catalyst is CN(C)C=O. The product is [F:1][C:2]1[C:3]([CH3:18])=[C:4]([C:10]2[CH:15]=[CH:14][CH:13]=[C:12]([CH:16]=[O:17])[CH:11]=2)[C:5]([CH3:9])=[CH:6][C:7]=1[O:8][CH2:30][CH2:31][CH2:32][S:33]([CH3:36])(=[O:35])=[O:34]. The yield is 0.950. (2) The reactants are [C:1]([C:3]1[CH:4]=[CH:5][C:6](Cl)=[N:7][CH:8]=1)#[N:2].[C:10]1(B(O)O)[CH:15]=[CH:14][CH:13]=[CH:12][CH:11]=1.C([O-])([O-])=O.[Na+].[Na+]. The catalyst is C1(C)C=CC=CC=1.CCOC(C)=O.C1C=CC([P]([Pd]([P](C2C=CC=CC=2)(C2C=CC=CC=2)C2C=CC=CC=2)([P](C2C=CC=CC=2)(C2C=CC=CC=2)C2C=CC=CC=2)[P](C2C=CC=CC=2)(C2C=CC=CC=2)C2C=CC=CC=2)(C2C=CC=CC=2)C2C=CC=CC=2)=CC=1. The product is [C:10]1([C:6]2[CH:5]=[CH:4][C:3]([C:1]#[N:2])=[CH:8][N:7]=2)[CH:15]=[CH:14][CH:13]=[CH:12][CH:11]=1. The yield is 0.940. (3) The reactants are [Cl:1][C:2]1[CH:3]=[C:4]([C@@H:8]2[C@@H:13]([C:14]3[CH:19]=[CH:18][C:17]([Cl:20])=[CH:16][CH:15]=3)[NH:12][C:11](=[O:21])[CH2:10][CH2:9]2)[CH:5]=[CH:6][CH:7]=1.[H-].[Na+].Cl[CH2:25][C:26]1[CH:31]=[CH:30][C:29]([O:32][CH3:33])=[CH:28][C:27]=1[O:34][CH3:35]. The catalyst is CN(C=O)C.C1C=CC=CC=1. The product is [Cl:1][C:2]1[CH:3]=[C:4]([C@@H:8]2[C@@H:13]([C:14]3[CH:15]=[CH:16][C:17]([Cl:20])=[CH:18][CH:19]=3)[N:12]([CH2:25][C:26]3[CH:31]=[CH:30][C:29]([O:32][CH3:33])=[CH:28][C:27]=3[O:34][CH3:35])[C:11](=[O:21])[CH2:10][CH2:9]2)[CH:5]=[CH:6][CH:7]=1. The yield is 0.900. (4) The reactants are [CH2:1]([O:3][C:4]1[CH:9]=[CH:8][CH:7]=[CH:6][C:5]=1[C:10]1([CH3:17])[NH:14][C:13](=[O:15])[NH:12][C:11]1=[O:16])[CH3:2].Br[CH2:19][C:20]([C:22]1[CH:27]=[CH:26][CH:25]=[CH:24][CH:23]=1)=[O:21]. No catalyst specified. The product is [CH2:1]([O:3][C:4]1[CH:9]=[CH:8][CH:7]=[CH:6][C:5]=1[C:10]1([CH3:17])[NH:14][C:13](=[O:15])[N:12]([CH2:19][C:20](=[O:21])[C:22]2[CH:27]=[CH:26][CH:25]=[CH:24][CH:23]=2)[C:11]1=[O:16])[CH3:2]. The yield is 0.910. (5) The reactants are [CH3:1][N:2]([CH3:32])[CH2:3][CH2:4][N:5]1[CH:10]=[C:9]([C:11]2[S:19][C:18]3[C:13](=[N:14][CH:15]=[CH:16][C:17]=3[O:20][C:21]3[CH:26]=[CH:25][C:24]([N+:27]([O-])=O)=[CH:23][C:22]=3[F:30])[CH:12]=2)[CH:8]=[CH:7][C:6]1=[O:31].[BH4-].[Na+]. The catalyst is CO.C1COCC1.O.O.O.O.O.O.[Ni](Cl)Cl. The product is [NH2:27][C:24]1[CH:25]=[CH:26][C:21]([O:20][C:17]2[CH:16]=[CH:15][N:14]=[C:13]3[CH:12]=[C:11]([C:9]4[CH:8]=[CH:7][C:6](=[O:31])[N:5]([CH2:4][CH2:3][N:2]([CH3:1])[CH3:32])[CH:10]=4)[S:19][C:18]=23)=[C:22]([F:30])[CH:23]=1. The yield is 0.270. (6) The reactants are Br[C:2]1[C:3](=[O:32])[N:4]([CH2:24][CH2:25][C:26]2[CH:31]=[CH:30][CH:29]=[CH:28][CH:27]=2)[C:5]([C:9]2[CH:14]=[CH:13][CH:12]=[C:11]([F:15])[C:10]=2[O:16][CH2:17][C:18]2[CH:23]=[CH:22][CH:21]=[CH:20][CH:19]=2)=[N:6][C:7]=1[CH3:8].C[Sn](C)(C)[C:35]1[S:39][C:38]([C:40]2[O:44][CH:43]=[N:42][CH:41]=2)=[CH:37][CH:36]=1.[F-].[Cs+]. The catalyst is O1CCOCC1. The product is [F:15][C:11]1[C:10]([O:16][CH2:17][C:18]2[CH:23]=[CH:22][CH:21]=[CH:20][CH:19]=2)=[C:9]([C:5]2[N:4]([CH2:24][CH2:25][C:26]3[CH:31]=[CH:30][CH:29]=[CH:28][CH:27]=3)[C:3](=[O:32])[C:2]([C:35]3[S:39][C:38]([C:40]4[O:44][CH:43]=[N:42][CH:41]=4)=[CH:37][CH:36]=3)=[C:7]([CH3:8])[N:6]=2)[CH:14]=[CH:13][CH:12]=1. The yield is 0.330.